This data is from Forward reaction prediction with 1.9M reactions from USPTO patents (1976-2016). The task is: Predict the product of the given reaction. Given the reactants Br[C:2]1[CH:7]=[C:6]([F:8])[C:5]([F:9])=[CH:4][C:3]=1[C:10]1[CH:15]=[CH:14][C:13]([S:16]([CH3:19])(=[O:18])=[O:17])=[CH:12][CH:11]=1.[F:20][C:21]1[CH:22]=[C:23](B(O)O)[CH:24]=[CH:25][C:26]=1[O:27][CH3:28], predict the reaction product. The product is: [F:9][C:5]1[CH:4]=[C:3]([C:10]2[CH:15]=[CH:14][C:13]([S:16]([CH3:19])(=[O:18])=[O:17])=[CH:12][CH:11]=2)[C:2]([C:23]2[CH:24]=[CH:25][C:26]([O:27][CH3:28])=[C:21]([F:20])[CH:22]=2)=[CH:7][C:6]=1[F:8].